Task: Regression. Given a peptide amino acid sequence and an MHC pseudo amino acid sequence, predict their binding affinity value. This is MHC class I binding data.. Dataset: Peptide-MHC class I binding affinity with 185,985 pairs from IEDB/IMGT (1) The peptide sequence is HDSNVKNLY. The MHC is HLA-A26:01 with pseudo-sequence HLA-A26:01. The binding affinity (normalized) is 0.0739. (2) The peptide sequence is HTGERDWHL. The binding affinity (normalized) is 0. The MHC is HLA-B35:01 with pseudo-sequence HLA-B35:01. (3) The peptide sequence is KRLAARGLL. The MHC is Mamu-B03 with pseudo-sequence Mamu-B03. The binding affinity (normalized) is 0.697.